This data is from Catalyst prediction with 721,799 reactions and 888 catalyst types from USPTO. The task is: Predict which catalyst facilitates the given reaction. (1) Reactant: [NH2:1][C:2]1[CH:10]=[C:9]([F:11])[CH:8]=[CH:7][C:3]=1[C:4]([OH:6])=[O:5].ClCCCl.[F:16][C:17]([F:22])([F:21])[CH2:18][CH:19]=O.C(O[BH-](OC(=O)C)OC(=O)C)(=O)C.[Na+]. Product: [F:11][C:9]1[CH:8]=[CH:7][C:3]([C:4]([OH:6])=[O:5])=[C:2]([NH:1][CH2:19][CH2:18][C:17]([F:22])([F:21])[F:16])[CH:10]=1. The catalyst class is: 322. (2) Reactant: [C:1]([O:5][C:6]([N:8]1[CH2:13][CH2:12][N:11]([C:14]2[CH:19]=[CH:18][C:17]([NH2:20])=[C:16]([NH2:21])[CH:15]=2)[CH2:10][CH2:9]1)=[O:7])([CH3:4])([CH3:3])[CH3:2].Br[CH2:23][C:24](=O)[C:25]([O:27][CH2:28][CH3:29])=[O:26]. Product: [C:1]([O:5][C:6]([N:8]1[CH2:13][CH2:12][N:11]([C:14]2[CH:15]=[C:16]3[C:17](=[CH:18][CH:19]=2)[N:20]=[C:24]([C:25]([O:27][CH2:28][CH3:29])=[O:26])[CH:23]=[N:21]3)[CH2:10][CH2:9]1)=[O:7])([CH3:4])([CH3:2])[CH3:3]. The catalyst class is: 37. (3) Reactant: C(O[C:6]([C:8]1[S:17][C:11]2=[CH:12][N:13]=[CH:14][C:15]([F:16])=[C:10]2[CH:9]=1)=[O:7])(C)(C)C.[Br:18][C:19]1[CH:25]=[CH:24][C:22]([NH2:23])=[CH:21][CH:20]=1.C[Si]([N-][Si](C)(C)C)(C)C.[Li+]. Product: [Br:18][C:19]1[CH:25]=[CH:24][C:22]([NH:23][C:6]([C:8]2[S:17][C:11]3=[CH:12][N:13]=[CH:14][C:15]([F:16])=[C:10]3[CH:9]=2)=[O:7])=[CH:21][CH:20]=1. The catalyst class is: 220. (4) Reactant: [Si]([O:8][CH:9]1[CH2:13][CH2:12][N:11]([S:14]([NH:17][C:18]([C:20]2[N:21]=[C:22]([CH2:25][N:26]([C:36](=[O:48])[C:37]3[CH:42]=[C:41]([O:43][CH3:44])[C:40]([CH3:45])=[C:39]([O:46][CH3:47])[CH:38]=3)[CH2:27][CH2:28][CH2:29][C:30]3[CH:35]=[CH:34][CH:33]=[CH:32][CH:31]=3)[S:23][CH:24]=2)=[O:19])(=[O:16])=[O:15])[CH2:10]1)(C(C)(C)C)(C)C.CCCC[N+](CCCC)(CCCC)CCCC.[F-].C1COCC1. Product: [CH3:44][O:43][C:41]1[CH:42]=[C:37]([CH:38]=[C:39]([O:46][CH3:47])[C:40]=1[CH3:45])[C:36]([N:26]([CH2:25][C:22]1[S:23][CH:24]=[C:20]([C:18]([NH:17][S:14]([N:11]2[CH2:12][CH2:13][CH:9]([OH:8])[CH2:10]2)(=[O:16])=[O:15])=[O:19])[N:21]=1)[CH2:27][CH2:28][CH2:29][C:30]1[CH:31]=[CH:32][CH:33]=[CH:34][CH:35]=1)=[O:48]. The catalyst class is: 1. (5) Reactant: [CH2:1]([O:8][C:9]1[CH:16]=[CH:15][C:12]([CH2:13]O)=[CH:11][C:10]=1[C:17]([F:20])([F:19])[F:18])[CH2:2][CH2:3][CH2:4][CH2:5][CH2:6][CH3:7].S(Cl)([Cl:23])=O.O. Product: [CH2:1]([O:8][C:9]1[CH:16]=[CH:15][C:12]([CH2:13][Cl:23])=[CH:11][C:10]=1[C:17]([F:20])([F:19])[F:18])[CH2:2][CH2:3][CH2:4][CH2:5][CH2:6][CH3:7]. The catalyst class is: 306. (6) Reactant: [O:1]=[C:2]([CH3:16])[C@H:3]([NH:5][C:6](=[O:15])[O:7][CH2:8][C:9]1[CH:14]=[CH:13][CH:12]=[CH:11][CH:10]=1)[CH3:4].CO.[BH4-].[Na+]. Product: [OH:1][CH:2]([CH3:16])[C@H:3]([NH:5][C:6](=[O:15])[O:7][CH2:8][C:9]1[CH:14]=[CH:13][CH:12]=[CH:11][CH:10]=1)[CH3:4]. The catalyst class is: 1. (7) Reactant: [NH2:1][C@H:2]1[CH2:11][C:10]2[C:5](=[CH:6][CH:7]=[C:8]([C:12]#[N:13])[CH:9]=2)[NH:4][CH2:3]1.CCN(C(C)C)C(C)C.[C:23]1([S:29](Cl)(=[O:31])=[O:30])[CH:28]=[CH:27][CH:26]=[CH:25][CH:24]=1. Product: [C:12]([C:8]1[CH:9]=[C:10]2[C:5](=[CH:6][CH:7]=1)[NH:4][CH2:3][C@@H:2]([NH:1][S:29]([C:23]1[CH:28]=[CH:27][CH:26]=[CH:25][CH:24]=1)(=[O:31])=[O:30])[CH2:11]2)#[N:13]. The catalyst class is: 23. (8) Reactant: [K].[CH3:2][C:3]1([C:10]2[CH:15]=[CH:14][CH:13]=[CH:12][CH:11]=2)[NH:7][C:6](=[O:8])[NH:5][C:4]1=[O:9].[CH:16]1[C:25]2[C:20](=[CH:21][CH:22]=[CH:23][CH:24]=2)[CH:19]=[CH:18][C:17]=1[S:26](Cl)(=[O:28])=[O:27]. Product: [CH3:2][C:3]1([C:10]2[CH:11]=[CH:12][CH:13]=[CH:14][CH:15]=2)[NH:7][C:6](=[O:8])[N:5]([S:26]([C:17]2[CH:18]=[CH:19][C:20]3[C:25](=[CH:24][CH:23]=[CH:22][CH:21]=3)[CH:16]=2)(=[O:28])=[O:27])[C:4]1=[O:9]. The catalyst class is: 7. (9) Reactant: [NH2:1][C:2]1[CH:9]=[CH:8][C:5]([C:6]#[N:7])=[CH:4][CH:3]=1.[I:10]N1C(=O)CCC1=O. Product: [NH2:1][C:2]1[CH:9]=[CH:8][C:5]([C:6]#[N:7])=[CH:4][C:3]=1[I:10]. The catalyst class is: 44.